This data is from Reaction yield outcomes from USPTO patents with 853,638 reactions. The task is: Predict the reaction yield, written as a fraction of the theoretical maximum amount of product (1.0 means a 100% yield; for example, 0.34 means a 34% yield). (1) The reactants are [OH:1][C:2]([CH3:35])([CH3:34])[CH2:3][C@@:4]1([C:28]2[CH:33]=[CH:32][CH:31]=[CH:30][CH:29]=2)[O:9][C:8](=[O:10])[N:7]([C@H:11]([C:13]2[CH:18]=[CH:17][C:16](B3OC(C)(C)C(C)(C)O3)=[CH:15][CH:14]=2)[CH3:12])[CH2:6][CH2:5]1.[CH3:36][NH:37][C:38]([C:40]1([C:43]2[CH:48]=[CH:47][C:46](Br)=[CH:45][N:44]=2)[CH2:42][CH2:41]1)=[O:39]. No catalyst specified. The product is [CH3:36][NH:37][C:38]([C:40]1([C:43]2[CH:48]=[CH:47][C:46]([C:16]3[CH:15]=[CH:14][C:13]([C@@H:11]([N:7]4[CH2:6][CH2:5][C@:4]([CH2:3][C:2]([OH:1])([CH3:34])[CH3:35])([C:28]5[CH:33]=[CH:32][CH:31]=[CH:30][CH:29]=5)[O:9][C:8]4=[O:10])[CH3:12])=[CH:18][CH:17]=3)=[CH:45][N:44]=2)[CH2:42][CH2:41]1)=[O:39]. The yield is 0.910. (2) The reactants are [CH2:1]([O:8][C:9]1[CH:14]=[CH:13][C:12]([Br:15])=[CH:11][C:10]=1[CH:16]([CH:18](C(OC)=O)[C:19]([O:21][CH3:22])=[O:20])[CH3:17])[C:2]1[CH:7]=[CH:6][CH:5]=[CH:4][CH:3]=1.[Cl-].[Li+].O. The catalyst is CS(C)=O.CCOC(C)=O. The product is [CH2:1]([O:8][C:9]1[CH:14]=[CH:13][C:12]([Br:15])=[CH:11][C:10]=1[CH:16]([CH3:17])[CH2:18][C:19]([O:21][CH3:22])=[O:20])[C:2]1[CH:3]=[CH:4][CH:5]=[CH:6][CH:7]=1. The yield is 0.740. (3) The catalyst is CN(C=O)C. The reactants are [Cl:1]N1C(=O)CCC1=O.[CH2:9]([N:13]1[CH:18]=[CH:17][C:16]([OH:19])=[CH:15][C:14]1=[O:20])[CH2:10][CH2:11][CH3:12]. The yield is 0.830. The product is [CH2:9]([N:13]1[CH:18]=[CH:17][C:16]([OH:19])=[C:15]([Cl:1])[C:14]1=[O:20])[CH2:10][CH2:11][CH3:12]. (4) The reactants are Br[C:2]1[CH:7]=[CH:6][CH:5]=[CH:4][N:3]=1.[CH2:8]([C:12]1[O:13][C:14]2[CH:20]=[CH:19][CH:18]=[C:17]([F:21])[C:15]=2[N:16]=1)[CH2:9][C:10]#[CH:11]. No catalyst specified. The product is [F:21][C:17]1[C:15]2[N:16]=[C:12]([CH2:8][CH2:9][C:10]#[C:11][C:2]3[CH:7]=[CH:6][CH:5]=[CH:4][N:3]=3)[O:13][C:14]=2[CH:20]=[CH:19][CH:18]=1. The yield is 0.490. (5) The reactants are [CH3:1][O:2][C:3]1[N:8]=[CH:7][C:6](B(O)O)=[CH:5][N:4]=1.Cl[C:13]1[N:18]=[C:17]([NH:19][C:20]2[N:25]=[CH:24][C:23]3[N:26]=[CH:27][N:28]([CH:29]([CH3:31])[CH3:30])[C:22]=3[CH:21]=2)[CH:16]=[CH:15][N:14]=1.[C:32]([O-])([O-])=O.[Na+].[Na+]. The catalyst is C(#N)C. The product is [CH2:1]([O:2][C:3]1[N:8]=[CH:7][C:6]([C:13]2[N:18]=[C:17]([NH:19][C:20]3[N:25]=[CH:24][C:23]4[N:26]=[CH:27][N:28]([CH:29]([CH3:31])[CH3:30])[C:22]=4[CH:21]=3)[CH:16]=[CH:15][N:14]=2)=[CH:5][N:4]=1)[CH3:32]. The yield is 0.180. (6) The yield is 0.320. The reactants are [C:1]([NH2:5])(=[O:4])[C:2]#[CH:3].[CH2:6]([O:13][N:14]1[C:20](=[O:21])[N:19]2[CH2:22][C@H:15]1[CH2:16][CH2:17][C@H:18]2/[C:23](/Cl)=[N:24]/[OH:25])[C:7]1[CH:12]=[CH:11][CH:10]=[CH:9][CH:8]=1. The product is [CH2:6]([O:13][N:14]1[C:20](=[O:21])[N:19]2[CH2:22][C@H:15]1[CH2:16][CH2:17][C@H:18]2[C:23]1[CH:3]=[C:2]([C:1]([NH2:5])=[O:4])[O:25][N:24]=1)[C:7]1[CH:8]=[CH:9][CH:10]=[CH:11][CH:12]=1. The catalyst is C(Cl)Cl.CCOC(C)=O. (7) The reactants are [NH2:1][C:2]1[CH:3]=[N:4][C:5]([C:8]2[CH:13]=[CH:12][C:11]([O:14][CH2:15][C:16]3[CH:21]=[CH:20][CH:19]=[CH:18][CH:17]=3)=[C:10]([C:22]34[CH2:31][CH:26]5[CH2:27][CH:28]([CH2:30][CH:24]([CH2:25]5)[CH2:23]3)[CH2:29]4)[CH:9]=2)=[N:6][CH:7]=1.C([O-])([O-])=O.[K+].[K+].Br[CH2:39][C:40]([O:42][CH2:43][CH3:44])=[O:41]. The catalyst is CC(C)=O. The product is [C:22]12([C:10]3[CH:9]=[C:8]([C:5]4[N:6]=[CH:7][C:2]([NH:1][CH2:39][C:40]([O:42][CH2:43][CH3:44])=[O:41])=[CH:3][N:4]=4)[CH:13]=[CH:12][C:11]=3[O:14][CH2:15][C:16]3[CH:21]=[CH:20][CH:19]=[CH:18][CH:17]=3)[CH2:23][CH:24]3[CH2:30][CH:28]([CH2:27][CH:26]([CH2:25]3)[CH2:31]1)[CH2:29]2. The yield is 0.890. (8) The reactants are C[O:2][C:3](=[O:47])[C:4]1[CH:9]=[CH:8][CH:7]=[CH:6][C:5]=1[O:10][C:11]1[CH:16]=[CH:15][CH:14]=[C:13]([O:17][CH2:18][CH2:19][CH2:20][O:21][C:22]2[CH:27]=[C:26]([O:28]CC3C=CC=CC=3)[C:25]([C:36]3[CH:37]=[N:38][N:39]([CH3:41])[CH:40]=3)=[CH:24][C:23]=2[CH2:42][CH3:43])[C:12]=1[CH2:44][CH2:45][CH3:46].B(F)(F)F.CCOCC. The catalyst is C(S)C.O. The product is [CH2:42]([C:23]1[CH:24]=[C:25]([C:36]2[CH:37]=[N:38][N:39]([CH3:41])[CH:40]=2)[C:26]([OH:28])=[CH:27][C:22]=1[O:21][CH2:20][CH2:19][CH2:18][O:17][C:13]1[C:12]([CH2:44][CH2:45][CH3:46])=[C:11]([CH:16]=[CH:15][CH:14]=1)[O:10][C:5]1[CH:6]=[CH:7][CH:8]=[CH:9][C:4]=1[C:3]([OH:47])=[O:2])[CH3:43]. The yield is 0.570.